From a dataset of Forward reaction prediction with 1.9M reactions from USPTO patents (1976-2016). Predict the product of the given reaction. (1) Given the reactants [F:1][C:2]1[CH:7]=[CH:6][CH:5]=[CH:4][C:3]=1[CH2:8][C:9]([OH:11])=O.CN(C=O)C.C(Cl)(=O)C([Cl:20])=O, predict the reaction product. The product is: [F:1][C:2]1[CH:7]=[CH:6][CH:5]=[CH:4][C:3]=1[CH2:8][C:9]([Cl:20])=[O:11]. (2) Given the reactants COC1C=CC(P2(SP(C3C=CC(OC)=CC=3)(=S)S2)=[S:10])=CC=1.[F:23][C:24]1[CH:25]=[C:26]([C:31](=O)[CH2:32][NH:33][C:34](=O)[CH2:35][CH2:36][C:37]2[N:38](S(N(C)C)(=O)=O)[CH:39]=[C:40]([CH2:42][C:43]([CH3:47])([CH3:46])[CH2:44][CH3:45])[N:41]=2)[CH:27]=[CH:28][C:29]=1[F:30], predict the reaction product. The product is: [F:23][C:24]1[CH:25]=[C:26]([C:31]2[S:10][C:34]([CH2:35][CH2:36][C:37]3[NH:41][C:40]([CH2:42][C:43]([CH3:47])([CH3:46])[CH2:44][CH3:45])=[CH:39][N:38]=3)=[N:33][CH:32]=2)[CH:27]=[CH:28][C:29]=1[F:30]. (3) Given the reactants [Br:1][C:2]1[CH:7]=[CH:6][C:5]([C:8]2[N:9]=[CH:10][C:11]([C:21]([OH:23])=O)=[N:12][C:13]=2[C:14]2[CH:19]=[CH:18][C:17]([Br:20])=[CH:16][CH:15]=2)=[CH:4][CH:3]=1.[NH2:24][N:25]1[CH2:30][CH2:29][CH2:28][CH2:27][CH2:26]1.C(Cl)CCl, predict the reaction product. The product is: [N:25]1([NH:24][C:21]([C:11]2[CH:10]=[N:9][C:8]([C:5]3[CH:6]=[CH:7][C:2]([Br:1])=[CH:3][CH:4]=3)=[C:13]([C:14]3[CH:19]=[CH:18][C:17]([Br:20])=[CH:16][CH:15]=3)[N:12]=2)=[O:23])[CH2:30][CH2:29][CH2:28][CH2:27][CH2:26]1. (4) Given the reactants [Cl:1][C:2]1[CH:3]=[C:4]([CH:44]=[CH:45][CH:46]=1)[O:5][C:6]1[CH:7]=[C:8]2[C:13](=[CH:14][CH:15]=1)[CH2:12][N:11]([C:16](=[O:30])[C@@H:17]([NH:22][C:23]1[CH:28]=[CH:27][C:26]([F:29])=[CH:25][CH:24]=1)[C:18]([CH3:21])([CH3:20])[CH3:19])[CH:10]([C:31]([NH:33][C@:34]1([C:39]([O:41]CC)=[O:40])[CH2:36][C@H:35]1[CH:37]=[CH2:38])=[O:32])[CH2:9]2.O.[OH-].[Li+], predict the reaction product. The product is: [Cl:1][C:2]1[CH:3]=[C:4]([CH:44]=[CH:45][CH:46]=1)[O:5][C:6]1[CH:7]=[C:8]2[C:13](=[CH:14][CH:15]=1)[CH2:12][N:11]([C:16](=[O:30])[C@@H:17]([NH:22][C:23]1[CH:28]=[CH:27][C:26]([F:29])=[CH:25][CH:24]=1)[C:18]([CH3:21])([CH3:20])[CH3:19])[CH:10]([C:31]([NH:33][C@:34]1([C:39]([OH:41])=[O:40])[CH2:36][C@H:35]1[CH:37]=[CH2:38])=[O:32])[CH2:9]2. (5) The product is: [CH3:43][N:38]1[C:37]2[NH:36][C:35]3[CH:44]=[C:45]([CH3:48])[CH:46]=[CH:47][C:34]=3[N:33]([C:31]([C:28]3[CH:29]=[CH:30][C:25]([CH2:24][NH:23][C:10]([N:59]4[CH2:58][CH2:57][N:56]([CH2:55][CH2:54][C:53]([CH3:63])([CH3:62])[CH3:52])[CH2:61][CH2:60]4)=[O:11])=[C:26]([F:49])[CH:27]=3)=[O:32])[CH2:42][C:41]=2[CH:40]=[N:39]1. Given the reactants CCN(C(C)C)C(C)C.[C:10](N1C=CN=C1)(N1C=CN=C1)=[O:11].Cl.[NH2:23][CH2:24][C:25]1[CH:30]=[CH:29][C:28]([C:31]([N:33]2[CH2:42][C:41]3[CH:40]=[N:39][N:38]([CH3:43])[C:37]=3[NH:36][C:35]3[CH:44]=[C:45]([CH3:48])[CH:46]=[CH:47][C:34]2=3)=[O:32])=[CH:27][C:26]=1[F:49].Cl.Cl.[CH3:52][C:53]([CH3:63])([CH3:62])[CH2:54][CH2:55][N:56]1[CH2:61][CH2:60][NH:59][CH2:58][CH2:57]1, predict the reaction product. (6) Given the reactants Br[CH:2]([C:15]1[CH:20]=[CH:19][CH:18]=[C:17]([C:21]2[CH:22]=[C:23]([C:31]([CH3:37])([S:33]([CH3:36])(=[O:35])=[O:34])[CH3:32])[CH:24]=[C:25]3[C:30]=2[N:29]=[CH:28][CH:27]=[CH:26]3)[CH:16]=1)[C:3]([C:5]1[CH:10]=[CH:9][C:8]([S:11]([CH3:14])(=[O:13])=[O:12])=[CH:7][CH:6]=1)=O.[NH2:38][C:39]1[S:40][CH:41]=[CH:42][N:43]=1, predict the reaction product. The product is: [CH3:37][C:31]([C:23]1[CH:24]=[C:25]2[C:30](=[C:21]([C:17]3[CH:18]=[CH:19][CH:20]=[C:15]([C:2]4[N:43]5[C:39]([S:40][CH:41]=[CH:42]5)=[N:38][C:3]=4[C:5]4[CH:10]=[CH:9][C:8]([S:11]([CH3:14])(=[O:12])=[O:13])=[CH:7][CH:6]=4)[CH:16]=3)[CH:22]=1)[N:29]=[CH:28][CH:27]=[CH:26]2)([S:33]([CH3:36])(=[O:35])=[O:34])[CH3:32]. (7) Given the reactants [C-:1]#[N:2].[K+].Cl[C:5]1[S:6][C:7]2[C:8]([N:20]=1)=[CH:9][C:10]1[C:11]([CH3:19])=[CH:12][C:13]([CH3:18])([CH3:17])[NH:14][C:15]=1[CH:16]=2.O, predict the reaction product. The product is: [CH3:17][C:13]1([CH3:18])[CH:12]=[C:11]([CH3:19])[C:10]2[CH:9]=[C:8]3[N:20]=[C:5]([C:1]#[N:2])[S:6][C:7]3=[CH:16][C:15]=2[NH:14]1. (8) The product is: [F:7][C:6]1[C:5]([F:8])=[C:4]([Sn:16]([CH3:18])([CH3:17])[CH3:15])[S:3][C:2]=1[Sn:16]([CH3:18])([CH3:17])[CH3:15]. Given the reactants Br[C:2]1[S:3][C:4](Br)=[C:5]([F:8])[C:6]=1[F:7].C([Li])CCC.[CH3:15][Sn:16](Cl)([CH3:18])[CH3:17], predict the reaction product. (9) Given the reactants [C:1]([NH:14][C@H:15]([C:18]([OH:20])=[O:19])[CH2:16][SH:17])(=[O:13])[CH2:2][CH2:3][CH2:4][CH2:5][CH2:6][CH2:7][CH2:8][CH2:9][CH2:10][CH2:11][CH3:12].[C:21]([O-:34])(=O)[CH2:22][CH2:23][CH2:24][CH2:25][CH2:26][CH2:27][CH2:28][CH2:29][CH2:30][CH2:31][CH3:32].[S:35](Cl)(Cl)(=[O:37])=O.O.[Na].[SH:42][C@@H:43]1[O:51][C@H:50]([CH2:52][OH:53])[C@@H:48]([OH:49])[C@H:46]([OH:47])[C@H:44]1[OH:45].C1OCCOCCOCCOCCOC1, predict the reaction product. The product is: [C@@H:43]1([N:14]([C:1](=[O:13])[CH2:2][CH2:3][CH2:4][CH2:5][CH2:6][CH2:7][CH2:8][CH2:9][CH2:10][CH2:11][CH3:12])[C@H:15]([C:18]([OH:20])=[O:19])[CH2:16][SH:17])[O:51][C@H:50]([CH2:52][OH:53])[C@@H:48]([OH:49])[C@H:46]([OH:47])[C@H:44]1[OH:45].[C:21]([O-:34])(=[O+:37](=[S:35])[S-:42])[CH2:22][CH2:23][CH2:24][CH2:25][CH2:26][CH2:27][CH2:28][CH2:29][CH2:30][CH2:31][CH3:32]. (10) Given the reactants C([Li])(C)(C)C.Br[C:7]1[C:8]2[C:12]([CH:13]=[CH:14][CH:15]=1)=[N:11][N:10]([C:16]([C:29]1[CH:34]=[CH:33][CH:32]=[CH:31][CH:30]=1)([C:23]1[CH:28]=[CH:27][CH:26]=[CH:25][CH:24]=1)[C:17]1[CH:22]=[CH:21][CH:20]=[CH:19][CH:18]=1)[CH:9]=2.[CH2:35]([N:38]1[CH2:43][CH2:42][O:41][C:40](=[O:44])[CH2:39]1)[CH2:36][CH3:37], predict the reaction product. The product is: [CH2:35]([N:38]1[CH2:43][CH2:42][O:41][C:40]([C:7]2[C:8]3[C:12]([CH:13]=[CH:14][CH:15]=2)=[N:11][N:10]([C:16]([C:17]2[CH:18]=[CH:19][CH:20]=[CH:21][CH:22]=2)([C:23]2[CH:28]=[CH:27][CH:26]=[CH:25][CH:24]=2)[C:29]2[CH:34]=[CH:33][CH:32]=[CH:31][CH:30]=2)[CH:9]=3)([OH:44])[CH2:39]1)[CH2:36][CH3:37].